This data is from Peptide-MHC class I binding affinity with 185,985 pairs from IEDB/IMGT. The task is: Regression. Given a peptide amino acid sequence and an MHC pseudo amino acid sequence, predict their binding affinity value. This is MHC class I binding data. (1) The peptide sequence is IGDKPTCLV. The MHC is HLA-A02:03 with pseudo-sequence HLA-A02:03. The binding affinity (normalized) is 0.0847. (2) The peptide sequence is GFLSDHDYV. The MHC is H-2-Db with pseudo-sequence H-2-Db. The binding affinity (normalized) is 0.0656. (3) The peptide sequence is QLAKRSEIL. The MHC is HLA-B18:01 with pseudo-sequence HLA-B18:01. The binding affinity (normalized) is 0.0847. (4) The peptide sequence is AVLSEYETMV. The MHC is HLA-A68:02 with pseudo-sequence HLA-A68:02. The binding affinity (normalized) is 0.309. (5) The peptide sequence is SSEADCFTY. The MHC is HLA-A03:01 with pseudo-sequence HLA-A03:01. The binding affinity (normalized) is 0.0847. (6) The peptide sequence is FMKVKFEAL. The MHC is HLA-B07:02 with pseudo-sequence HLA-B07:02. The binding affinity (normalized) is 0.0847. (7) The peptide sequence is HEVHAVWPG. The MHC is HLA-B15:17 with pseudo-sequence HLA-B15:17. The binding affinity (normalized) is 0.0847.